Dataset: Forward reaction prediction with 1.9M reactions from USPTO patents (1976-2016). Task: Predict the product of the given reaction. (1) Given the reactants [F:1][C:2]1[CH:21]=[CH:20][CH:19]=[C:18]([F:22])[C:3]=1[CH2:4][O:5][C:6]1[CH:7]=[C:8]([CH2:12][C:13]([O:15]CC)=[O:14])[CH:9]=[CH:10][CH:11]=1.[OH-].[Na+], predict the reaction product. The product is: [F:1][C:2]1[CH:21]=[CH:20][CH:19]=[C:18]([F:22])[C:3]=1[CH2:4][O:5][C:6]1[CH:7]=[C:8]([CH2:12][C:13]([OH:15])=[O:14])[CH:9]=[CH:10][CH:11]=1. (2) Given the reactants [N+:1]([C:4]1[CH:9]=[CH:8][C:7]([N:10]2[CH:15]=[CH:14][N:13]=[CH:12][C:11]2=[O:16])=[CH:6][CH:5]=1)([O-])=O.N.[H][H], predict the reaction product. The product is: [NH2:1][C:4]1[CH:5]=[CH:6][C:7]([N:10]2[CH2:15][CH2:14][NH:13][CH2:12][C:11]2=[O:16])=[CH:8][CH:9]=1. (3) The product is: [NH2:17][C@@H:18]([CH2:19][C:20]1[CH:29]=[CH:28][C:27]2[C:22](=[CH:23][CH:24]=[CH:25][CH:26]=2)[CH:21]=1)[C:30]([NH:31][C:32]1[CH:37]=[CH:36][C:35]([I:38])=[CH:34][C:33]=1[F:39])=[O:40]. Given the reactants C1C2C(COC(=O)[NH:17][C@H:18]([C:30](=[O:40])[NH:31][C:32]3[CH:37]=[CH:36][C:35]([I:38])=[CH:34][C:33]=3[F:39])[CH2:19][C:20]3[CH:29]=[CH:28][C:27]4[C:22](=[CH:23][CH:24]=[CH:25][CH:26]=4)[CH:21]=3)C3C(=CC=CC=3)C=2C=CC=1.N1CCCCC1, predict the reaction product. (4) The product is: [CH3:1][S:2][CH2:3][CH2:4][CH:5]([N:9]1[CH:13]=[C:12]([C:14]2[C:15]3[CH:22]=[CH:21][NH:20][C:16]=3[N:17]=[CH:18][N:19]=2)[CH:11]=[N:10]1)[CH2:6][CH3:7].[N:40]([O-:24])=[O:39]. Given the reactants [CH3:1][S:2][CH2:3][CH2:4][CH:5]([N:9]1[CH:13]=[C:12]([C:14]2[C:15]3[CH:22]=[CH:21][N:20](C[O:24]CC[Si](C)(C)C)[C:16]=3[N:17]=[CH:18][N:19]=2)[CH:11]=[N:10]1)[CH2:6][C:7]#N.C1COCC1.C(O)C.[OH-:39].[NH4+:40], predict the reaction product.